This data is from Catalyst prediction with 721,799 reactions and 888 catalyst types from USPTO. The task is: Predict which catalyst facilitates the given reaction. Product: [F:19][C:11]1[C:12]([N:14]2[CH2:18][CH2:17][CH2:16][CH2:15]2)=[CH:13][C:8]2[N:7]=[C:23]([C:25]3[CH:30]=[CH:29][N:28]=[C:27]([C:31]#[N:32])[CH:26]=3)[CH2:22][C:21](=[O:33])[NH:20][C:9]=2[CH:10]=1. Reactant: C(OC(=O)[NH:7][C:8]1[CH:13]=[C:12]([N:14]2[CH2:18][CH2:17][CH2:16][CH2:15]2)[C:11]([F:19])=[CH:10][C:9]=1[NH:20][C:21](=[O:33])[CH2:22][C:23]([C:25]1[CH:30]=[CH:29][N:28]=[C:27]([C:31]#[N:32])[CH:26]=1)=O)(C)(C)C.C(O)(C(F)(F)F)=O. The catalyst class is: 2.